This data is from Forward reaction prediction with 1.9M reactions from USPTO patents (1976-2016). The task is: Predict the product of the given reaction. (1) Given the reactants [Br:1][C:2]1[CH:10]=[CH:9][CH:8]=[C:7]2[C:3]=1[CH2:4][CH2:5][C@@H:6]2[OH:11].[CH3:12][C:13]([Si:16](Cl)([CH3:18])[CH3:17])([CH3:15])[CH3:14].N1C=CN=C1, predict the reaction product. The product is: [Br:1][C:2]1[CH:10]=[CH:9][CH:8]=[C:7]2[C:3]=1[CH2:4][CH2:5][C@@H:6]2[O:11][Si:16]([C:13]([CH3:15])([CH3:14])[CH3:12])([CH3:18])[CH3:17]. (2) The product is: [CH3:19][C:16]1[O:15][C:14]([CH2:13][NH:12][C:6]2[CH:5]=[CH:4][C:3]3[C:2]([CH:27]=[O:28])=[CH:11][CH:10]=[CH:9][C:8]=3[N:7]=2)=[CH:18][CH:17]=1. Given the reactants Br[C:2]1[CH:11]=[CH:10][CH:9]=[C:8]2[C:3]=1[CH:4]=[CH:5][C:6]([NH:12][CH2:13][C:14]1[O:15][C:16]([CH3:19])=[CH:17][CH:18]=1)=[N:7]2.C([Li])CCC.CN(C)[CH:27]=[O:28], predict the reaction product. (3) Given the reactants [NH2:1][C:2]1[C:3]([CH3:8])=[CH:4][CH:5]=[CH:6][CH:7]=1.N1C=CC=CC=1.[CH2:15]([O:22][C:23]1[CH:31]=[C:30]([O:32][CH2:33][C:34]2[CH:39]=[CH:38][CH:37]=[CH:36][CH:35]=2)[C:29]([Br:40])=[CH:28][C:24]=1[C:25](Cl)=[O:26])[C:16]1[CH:21]=[CH:20][CH:19]=[CH:18][CH:17]=1, predict the reaction product. The product is: [CH2:15]([O:22][C:23]1[CH:31]=[C:30]([O:32][CH2:33][C:34]2[CH:39]=[CH:38][CH:37]=[CH:36][CH:35]=2)[C:29]([Br:40])=[CH:28][C:24]=1[C:25]([NH:1][C:2]1[CH:7]=[CH:6][CH:5]=[CH:4][C:3]=1[CH3:8])=[O:26])[C:16]1[CH:17]=[CH:18][CH:19]=[CH:20][CH:21]=1. (4) Given the reactants Cl.Cl.C[O:4][C:5]1[CH:6]=[C:7]2[C:12](=[CH:13][CH:14]=1)[N:11]=[C:10]([N:15]1[CH:19]=[CH:18][N:17]=[CH:16]1)[N:9]=[C:8]2[NH:20][CH2:21][C:22]1[CH:27]=[CH:26][CH:25]=[CH:24][CH:23]=1.Br, predict the reaction product. The product is: [OH:4][C:5]1[CH:6]=[C:7]2[C:12](=[CH:13][CH:14]=1)[N:11]=[C:10]([N:15]1[CH:19]=[CH:18][N:17]=[CH:16]1)[N:9]=[C:8]2[NH:20][CH2:21][C:22]1[CH:23]=[CH:24][CH:25]=[CH:26][CH:27]=1. (5) Given the reactants [F:1][C:2]1[CH:3]=[CH:4][C:5]([O:21][CH:22]2[CH2:26][CH2:25][O:24][CH2:23]2)=[C:6]([C@H:8]2[CH2:12][CH:11]([OH:13])[CH2:10][N:9]2[C:14]([O:16][C:17]([CH3:20])([CH3:19])[CH3:18])=[O:15])[CH:7]=1.ClN1C(=O)N(Cl)C(=O)N(Cl)C1=O.C([O-])(O)=O.[Na+], predict the reaction product. The product is: [C:17]([O:16][C:14]([N:9]1[CH2:10][C:11](=[O:13])[CH2:12][C@@H:8]1[C:6]1[CH:7]=[C:2]([F:1])[CH:3]=[CH:4][C:5]=1[O:21][CH:22]1[CH2:26][CH2:25][O:24][CH2:23]1)=[O:15])([CH3:20])([CH3:18])[CH3:19]. (6) Given the reactants [CH3:1][C:2]1[CH:3]=[C:4]([C:19]2[CH:20]=[CH:21][C:22]([CH2:25][C:26]([O:28]C(C)(C)C)=[O:27])=[N:23][CH:24]=2)[CH:5]=[C:6]([NH:8][C:9]2[N:14]=[C:13]([C:15]([F:18])([F:17])[F:16])[CH:12]=[CH:11][N:10]=2)[CH:7]=1.Cl.O1CCOCC1, predict the reaction product. The product is: [CH3:1][C:2]1[CH:3]=[C:4]([C:19]2[CH:20]=[CH:21][C:22]([CH2:25][C:26]([OH:28])=[O:27])=[N:23][CH:24]=2)[CH:5]=[C:6]([NH:8][C:9]2[N:14]=[C:13]([C:15]([F:18])([F:16])[F:17])[CH:12]=[CH:11][N:10]=2)[CH:7]=1. (7) Given the reactants [NH2:1][C:2]1[CH:3]=[C:4]2[C:9](=[CH:10][CH:11]=1)[N:8]([CH2:12][CH2:13][N:14]1[CH2:18][CH2:17][CH2:16][CH2:15]1)[C:7](=[O:19])[CH2:6][CH2:5]2.I.[S:21]1[CH:25]=[CH:24][CH:23]=[C:22]1[C:26](SC)=[NH:27].N, predict the reaction product. The product is: [O:19]=[C:7]1[CH2:6][CH2:5][C:4]2[C:9](=[CH:10][CH:11]=[C:2]([NH:1][C:26]([C:22]3[S:21][CH:25]=[CH:24][CH:23]=3)=[NH:27])[CH:3]=2)[N:8]1[CH2:12][CH2:13][N:14]1[CH2:15][CH2:16][CH2:17][CH2:18]1.